From a dataset of Peptide-MHC class II binding affinity with 134,281 pairs from IEDB. Regression. Given a peptide amino acid sequence and an MHC pseudo amino acid sequence, predict their binding affinity value. This is MHC class II binding data. (1) The peptide sequence is PGLIIGALAGST. The MHC is DRB1_0701 with pseudo-sequence DRB1_0701. The binding affinity (normalized) is 0.352. (2) The peptide sequence is AYPSVLGQTIRNSRW. The MHC is DRB1_1501 with pseudo-sequence DRB1_1501. The binding affinity (normalized) is 0.295. (3) The peptide sequence is ASVIPPARLFKAFVL. The MHC is HLA-DQA10104-DQB10503 with pseudo-sequence HLA-DQA10104-DQB10503. The binding affinity (normalized) is 0.300. (4) The peptide sequence is KYTVIITVHTGDQHQ. The MHC is DRB5_0101 with pseudo-sequence DRB5_0101. The binding affinity (normalized) is 0.395.